From a dataset of Catalyst prediction with 721,799 reactions and 888 catalyst types from USPTO. Predict which catalyst facilitates the given reaction. Reactant: [Br:1][C:2]1[CH:10]=[CH:9][C:5]2[NH:6][CH:7]=[N:8][C:4]=2[CH:3]=1.C(N(CC)CC)C.[C:18](O[C:18]([O:20][C:21]([CH3:24])([CH3:23])[CH3:22])=[O:19])([O:20][C:21]([CH3:24])([CH3:23])[CH3:22])=[O:19]. Product: [Br:1][C:2]1[CH:10]=[CH:9][C:5]2[N:6]([C:18]([O:20][C:21]([CH3:24])([CH3:23])[CH3:22])=[O:19])[CH:7]=[N:8][C:4]=2[CH:3]=1. The catalyst class is: 64.